From a dataset of Drug-target binding data from BindingDB using IC50 measurements. Regression. Given a target protein amino acid sequence and a drug SMILES string, predict the binding affinity score between them. We predict pIC50 (pIC50 = -log10(IC50 in M); higher means more potent). Dataset: bindingdb_ic50. (1) The pIC50 is 4.0. The drug is CC(C)(C)NCCCNS(=O)(=O)c1cccc(Br)c1. The target protein (Q96T88) has sequence MWIQVRTMDGRQTHTVDSLSRLTKVEELRRKIQELFHVEPGLQRLFYRGKQMEDGHTLFDYEVRLNDTIQLLVRQSLVLPHSTKERDSELSDTDSGCCLGQSESDKSSTHGEAAAETDSRPADEDMWDETELGLYKVNEYVDARDTNMGAWFEAQVVRVTRKAPSRDEPCSSTSRPALEEDVIYHVKYDDYPENGVVQMNSRDVRARARTIIKWQDLEVGQVVMLNYNPDNPKERGFWYDAEISRKRETRTARELYANVVLGDDSLNDCRIIFVDEVFKIERPGEGSPMVDNPMRRKSGPSCKHCKDDVNRLCRVCACHLCGGRQDPDKQLMCDECDMAFHIYCLDPPLSSVPSEDEWYCPECRNDASEVVLAGERLRESKKKAKMASATSSSQRDWGKGMACVGRTKECTIVPSNHYGPIPGIPVGTMWRFRVQVSESGVHRPHVAGIHGRSNDGAYSLVLAGGYEDDVDHGNFFTYTGSGGRDLSGNKRTAEQSCDQK.... (2) The compound is COc1cc(-c2cc(-c3cccc(O)c3)cnc2N)cc(OC)c1OC. The target protein (Q61288) has sequence MTLGSFRRGLLMLSVAFGLTRGDLAKPSKLVNCTCESPHCKRPFCQGSWCTVVLVREQGRHPQVYRGCGSLNQELCLGRPTEFLNHHCCYRSFCNHNVSLMLEATQTPSEEPEVDAHLPLILGPVLALPVLVALGALGLWRVRRRQEKQRDLHSDLGESSLILKASEQADSMLGDFLDSDCTTGSGSGLPFLVQRTVARQVALVECVGKGRYGEVWRGSWHGESVAVKIFSSRDEQSWFRETEIYNTVLLRHDNILGFIASDMTSRNSSTQLWLITHYHEHGSLYDFLQRQTLEPQLALRLAVSAACGLAHLHVEIFGTQGKPAIAHRDLKSRNVLVKSNLQCCIADLGLAVMHSQSSDYLDIGNNPRVGTKRYMAPEVLDEHIRTDCFESYKWTDIWAFGLVLWEIARRTIINGIVEDYRPPFYDMVPNDPSFEDMKKVVCVDQQTPTIPNRLAADPVLSGLAQMMRECWYPNPSARLTALRIKKTLQKLSHNPEKPKV.... The pIC50 is 8.4.